This data is from Reaction yield outcomes from USPTO patents with 853,638 reactions. The task is: Predict the reaction yield, written as a fraction of the theoretical maximum amount of product (1.0 means a 100% yield; for example, 0.34 means a 34% yield). The reactants are FC(F)(F)C(O)=O.[C:8]([O:12][C:13]([N:15]1[CH2:19][C@@H:18]([O:20][C:21]2[CH:30]=[CH:29][C:28]3[C:23](=[CH:24][CH:25]=[CH:26][CH:27]=3)[CH:22]=2)[CH2:17][C@H:16]1[CH2:31][O:32]C1C=CC(C(OC)=O)=CC=1)=[O:14])([CH3:11])([CH3:10])[CH3:9]. The catalyst is C(Cl)Cl. The product is [C:8]([O:12][C:13]([N:15]1[CH2:19][C@@H:18]([O:20][C:21]2[CH:30]=[CH:29][C:28]3[C:23](=[CH:24][CH:25]=[CH:26][CH:27]=3)[CH:22]=2)[CH2:17][C@H:16]1[CH2:31][OH:32])=[O:14])([CH3:11])([CH3:10])[CH3:9]. The yield is 1.00.